Dataset: Full USPTO retrosynthesis dataset with 1.9M reactions from patents (1976-2016). Task: Predict the reactants needed to synthesize the given product. The reactants are: Cl[C:2]1[CH:11]=[N:10][C:9]2[C:8]([C:12]([O:14][CH3:15])=[O:13])=[C:7]([O:16][CH3:17])[CH:6]=[CH:5][C:4]=2[N:3]=1.[CH3:18]B1OB(C)OB(C)O1.C(=O)([O-])[O-].[K+].[K+]. Given the product [CH3:18][C:2]1[CH:11]=[N:10][C:9]2[C:8]([C:12]([O:14][CH3:15])=[O:13])=[C:7]([O:16][CH3:17])[CH:6]=[CH:5][C:4]=2[N:3]=1, predict the reactants needed to synthesize it.